From a dataset of Peptide-MHC class I binding affinity with 185,985 pairs from IEDB/IMGT. Regression. Given a peptide amino acid sequence and an MHC pseudo amino acid sequence, predict their binding affinity value. This is MHC class I binding data. (1) The peptide sequence is YLLMHLVSLY. The MHC is HLA-A11:01 with pseudo-sequence HLA-A11:01. The binding affinity (normalized) is 0.195. (2) The peptide sequence is GSKYRGLPK. The MHC is HLA-B15:01 with pseudo-sequence HLA-B15:01. The binding affinity (normalized) is 0.0847. (3) The peptide sequence is NMITTEQEIQF. The MHC is Mamu-A11 with pseudo-sequence Mamu-A11. The binding affinity (normalized) is 0.138. (4) The binding affinity (normalized) is 0. The MHC is HLA-B57:01 with pseudo-sequence HLA-B57:01. The peptide sequence is AEMKTDAAT. (5) The peptide sequence is STKAACPTM. The MHC is HLA-A26:02 with pseudo-sequence HLA-A26:02. The binding affinity (normalized) is 0.358. (6) The peptide sequence is IAVSMANIF. The MHC is HLA-B35:01 with pseudo-sequence HLA-B35:01. The binding affinity (normalized) is 0.541.